This data is from Catalyst prediction with 721,799 reactions and 888 catalyst types from USPTO. The task is: Predict which catalyst facilitates the given reaction. (1) Reactant: [C:1]([O:5][C:6]([N:8]1[CH2:13][CH2:12][CH:11]([C:14]2[CH:19]=[CH:18][CH:17]=[CH:16][C:15]=2[CH2:20][OH:21])[CH2:10][CH2:9]1)=[O:7])([CH3:4])([CH3:3])[CH3:2].C1N2CCN(CC2)C1.C(Cl)Cl.[S:33](Cl)([C:36]1[CH:42]=[CH:41][C:39]([CH3:40])=[CH:38][CH:37]=1)(=[O:35])=[O:34]. Product: [C:1]([O:5][C:6]([N:8]1[CH2:13][CH2:12][CH:11]([C:14]2[CH:19]=[CH:18][CH:17]=[CH:16][C:15]=2[CH2:20][O:21][S:33]([C:36]2[CH:42]=[CH:41][C:39]([CH3:40])=[CH:38][CH:37]=2)(=[O:35])=[O:34])[CH2:10][CH2:9]1)=[O:7])([CH3:4])([CH3:2])[CH3:3]. The catalyst class is: 25. (2) Reactant: [O:1]1[CH2:6][CH2:5][N:4]([C:7]2[N:12]=[C:11]([O:13][C:14]3[CH:18]=[CH:17][S:16][C:15]=3[C:19]([OH:21])=O)[CH:10]=[CH:9][N:8]=2)[CH2:3][CH2:2]1.F[P-](F)(F)(F)(F)F.[N:29]1(O[P+](N2CCCC2)(N2CCCC2)N2CCCC2)C2C=CC=CC=2N=N1.ON1C2C=CC=CC=2N=N1.[Cl-].[NH4+].C(N(C(C)C)CC)(C)C. Product: [O:1]1[CH2:6][CH2:5][N:4]([C:7]2[N:12]=[C:11]([O:13][C:14]3[CH:18]=[CH:17][S:16][C:15]=3[C:19]([NH2:29])=[O:21])[CH:10]=[CH:9][N:8]=2)[CH2:3][CH2:2]1. The catalyst class is: 3. (3) Reactant: C[O:2][C:3](=[O:16])[CH2:4][N:5]1[C:10]2[CH:11]=[CH:12][CH:13]=[CH:14][C:9]=2[O:8][CH2:7][C:6]1=[O:15].[OH-].[Na+]. Product: [O:15]=[C:6]1[N:5]([CH2:4][C:3]([OH:16])=[O:2])[C:10]2[CH:11]=[CH:12][CH:13]=[CH:14][C:9]=2[O:8][CH2:7]1. The catalyst class is: 5.